Dataset: Drug-target binding data from BindingDB using IC50 measurements. Task: Regression. Given a target protein amino acid sequence and a drug SMILES string, predict the binding affinity score between them. We predict pIC50 (pIC50 = -log10(IC50 in M); higher means more potent). Dataset: bindingdb_ic50. (1) The small molecule is Cc1nc(C(=O)NCC(=O)O)c(O)c2ccccc12. The target protein sequence is MEVAEVESPLNPSCKIMTFRPSMEEFREFNKYLAYMESKGAHRAGLAKVIPPKEWKPRQCYDDIDNLLIPAPIQQMVTGQSGLFTQYNIQKKAMTVKEFRQLANSGKYCTPRYLDYEDLERKYWKNLTFVAPIYGADINGSIYDEGVDEWNIARLNTVLDVVEEECGISIEGVNTPYLYFGMWKTTFAWHTEDMDLYSINYLHFGEPKSWYAIPPEHGKRLERLAQGFFPSSSQGCDAFLRHKMTLISPSVLKKYGIPFDKITQEAGEFMITFPYGYHAGFNHGFNCAESTNFATVRWIDYGKVAKLCTCRKDMVKISMDIFVRKFQPDRYQLWKQGKDIYTIDHTKPTPASTPEVKAWLQRRRKVRKASRSFQCARSTSKRPKADEEEEVSDEVDGAEVPNPDSVTDDLKVSEKSEAAVKLRNTEASSEEESSASRMQVEQNLSDHIKLSGNSCLSTSVTEDIKTEDDKAYAYRSVPSISSEADDSIPLSSGYEKPEKS.... The pIC50 is 4.0. (2) The compound is OC[C@@H]1NC[C@@H](O)[C@@H](O)[C@H]1O. The target protein (Q9Y2E5) has sequence MGQLCWLPLLAPLLLLRPPGVQSAGPIRAFVVPHSHMDVGWVYTVQESMRAYAANVYTSVVEELARGQQRRFIAVEQEFFRLWWDGVASDQQKYQVRQLLEEGRLEFVIGGQVMHDEAVTHLDDQILQLTEGHGFLYETFGIRPQFSWHVDPFGASATTPTLFALAGFNAHLGSRIDYDLKAAMQEARGLQFVWRGSPSLSERQEIFTHIMDQYSYCTPSHIPFSNRSGFYWNGVAVFPKPPQDGVYPNMSEPVTPANINLYAEALVANVKQRAAWFRTPHVLWPWGCDKQFFNASVQFANMDPLLDHINSHAAELGVSVQYATLGDYFRALHALNVTWRVRDHHDFLPYSTEPFQAWTGFYTSRSSLKGLARRASALLYAGESMFTRYLWPAPRGHLDPTWALQQLQQLRWAVSEVQHHDAITGTESPKVRDMYATHLASGMLGMRKLMASIVLDELQPQAPMAASSDAGPAGHFASVYNPLAWTVTTIVTLTVGFPGV.... The pIC50 is 4.2. (3) The compound is CCCNC(=O)[C@@H](NC(=O)[C@@H]1CCCN1C(=O)[C@H](CCSC)NC(=O)[C@@H]1CCCCN1C(=O)[C@@H](NC(=O)C[C@H](C)C1CCCCC1)C(C)C)[C@@H](C)O. The target protein (P79483) has sequence MVCLKLPGGSSLAALTVTLMVLSSRLAFAGDTRPRFLELRKSECHFFNGTERVRYLDRYFHNQEEFLRFDSDVGEYRAVTELGRPVAESWNSQKDLLEQKRGRVDNYCRHNYGVGESFTVQRRVHPQVTVYPAKTQPLQHHNLLVCSVSGFYPGSIEVRWFRNGQEEKAGVVSTGLIQNGDWTFQTLVMLETVPRSGEVYTCQVEHPSVTSALTVEWRARSESAQSKMLSGVGGFVLGLLFLGAGLFIYFRNQKGHSGLQPTGFLS. The pIC50 is 6.5. (4) The drug is Cc1cc(=O)oc2cc(OCC(O)CNc3nc4cc(Cl)c(F)cc4s3)ccc12. The target protein sequence is MFSVPGVSGILNRGGGHKIKGTVVLMRKNVLDFNSVADLTKGNVGGLIGTGLNVVGSTLDNLTAFLGRSVALQLISATKPLANGKGKVGKDTFLEGIIVSLPTLGAGESAFNIQFEWDESMGIPGAFYIKNYMQVEFYLKSLTLEDVPNQGTIRFVCNSWVYNTKLYKSVRIFFANHTYVPSETPAALVGYREEELKNLRGDGKGERKEHDRIYDYDVYNDLGNPDHGENFARPILGGSSTHPYPRRGRTGRYPTRKDQNSEKPGEVYVPRDENFGHLKSSDFLAYGIKSLSQYVLPAFESVFDLNFTPNEFDSFQDVRDLHEGGIKLPTEVISTIMPLPVVKELFRTDGEQVLKFPPPHVIQVSKSAWMTDEEFAREMVAGVNPCVIRGLQEFPPKSNLDPTIYGEQTSKITADALDLDGYTVDEALASRRLFMLDYHDVFMPYIRRINQTYAKAYATRTILFLRENGTLKPVAIELSLPHPAGDLSGAVSQVILPAKE.... The pIC50 is 8.2. (5) The compound is Cc1ccc(C(=O)Nc2cccc(C(F)(F)F)c2)cc1C#Cc1cnc2ccccc2n1. The target protein sequence is LKLVERLGAGQFGEVWMGYYNGHTKVAVKSLKQGSMSPDAFLAEANLMKQLQHQRLVRLYAVVTQEPIYIITEYMENGSLVDFLKTPSGIKLTINKLLDMAAQIAEGMAFIEERNYIHRDLRAANILVSDTLSCKIADFGLARLIEDNEYTAREGAKFPIKWTAPEAINYGTFTIKSDVWSFGILLTEIVTHGRIPYPGMTNPEVIQNLERGYRMVRPDNCPEELYQLMRLCWKERPEDRPTFDYLRSVLEDFF. The pIC50 is 8.4. (6) The small molecule is NS(=O)(=O)c1ccc(N=Nc2nc3[nH]c(=O)[nH]c(=O)c3[nH]2)cc1. The target protein (P02866) has sequence MAISKKSSLFLPIFTFITMFLMVVNKVSSSTHETNALHFMFNQFSKDQKDLILQGDATTGTDGNLELTRVSSNGSPQGSSVGRALFYAPVHIWESSAVVASFEATFTFLIKSPDSHPADGIAFFISNIDSSIPSGSTGRLLGLFPDANVIRNSTTIDFNAAYNADTIVAVELDTYPNTDIGDPSYPHIGIDIKSVRSKKTAKWNMQNGKVGTAHIIYNSVDKRLSAVVSYPNADSATVSYDVDLDNVLPEWVRVGLSASTGLYKETNTILSWSFTSKLKSNEIPDIATVV. The pIC50 is 3.2. (7) The small molecule is COc1ccc(-c2nc(-c3ccccc3)c[nH]2)cc1. The target protein (O88420) has sequence MAARLLAPPGPDSFKPFTPESLANIERRIAESKLKKPPKADGSHREDDEDSKPKPNSDLEAGKSLPFIYGDIPQGLVAVPLEDFDPYYLTQKTFVVLNRGKTLFRFSATPALYILSPFNLIRRIAIKILIHSVFSMIIMCTILTNCVFMTFSNPPEWSKNVEYTFTGIYTFESLVKIIARGFCIDGFTFLRDPWNWLDFSVIMMAYVTEFVDLGNVSALRTFRVLRALKTISVIPGLKTIVGALIQSVKKLSDVMILTVFCLSVFALIGLQLFMGNLRNKCVVWPINFNESYLENGTRGFDWEEYINNKTNFYMVPGMLEPLLCGNSSDAGQCPEGFQCMKAGRNPNYGYTSFDTFSWAFLALFRLMTQDYWENLYQLTLRAAGKTYMIFFVLVIFVGSFYLVNLILAVVAMAYEEQNQATLEEAEQKEAEFKAMLEQLKKQQEEAQAAAMATSAGTVSEDAIEEEGEDGVGSPRSSSELSKLSSKSAKERRNRRKKRKQ.... The pIC50 is 4.7. (8) The small molecule is O=C(Nc1nc(-c2cc3ccccc3oc2=O)cs1)Nc1ccccc1F. The target protein sequence is MQSWGTIICIRILLRFLLLWVLIGNSHTEEDIIITTKNGKVRGMNLPVLGGTVTAFLGIPYAQPPLGRLRFKKPQSLTKWSNIWNATKYANSCYQNTDQSFPGFLGSEMWNPNTELSEDCLYLNVWIPAPKPKNATVMIWIYGGGFQTGTSSLPVYDGKFLARVERVIVVSMNYRVGALGFLALSENPEAPGNMGLFDQQLALQWVQKNIAAFGGNPRSVTLFGESAGAASVSLHLLSPRSQPLFTRAILQSGSSNAPWAVTSLYEARNRTLTLAKRMGCSRDNETEMIKCLRDKDPQEILLNEVFVVPYDTLLSVNFGPTVDGDFLTDMPDTLLQLGQFKRTQILVGVNKDEGTAFLVYGAPGFSKDNNSIITRKEFQEGLKIFFPRVSEFGRESILFHYMDWLDDQRAENYREALDDVVGDYNIICPALEFTKKFSELGNDAFFYYFEHRSTKLPWPEWMGVMHGYEIEFVFGLPLERRVNYTKAEEILSRSIMKRWA.... The pIC50 is 4.5.